This data is from Full USPTO retrosynthesis dataset with 1.9M reactions from patents (1976-2016). The task is: Predict the reactants needed to synthesize the given product. (1) Given the product [CH3:1][O:2][C:3]1[CH:8]=[C:7]2[C:6]([CH2:28][C:16]3([CH2:17][C:18]4[C:14](=[CH:13][CH:12]=[C:11]([O:10][CH3:9])[CH:19]=4)[CH2:15]3)[C:22]2=[O:24])=[CH:5][CH:4]=1, predict the reactants needed to synthesize it. The reactants are: [CH3:1][O:2][C:3]1[CH:8]=[CH:7][CH:6]=[CH:5][CH:4]=1.[CH3:9][O:10][C:11]1[CH:19]=[C:18]2[C:14]([CH2:15][CH2:16][C:17]2=O)=[CH:13][CH:12]=1.C[C:22](C)([O-:24])C.[K+].Cl.[CH:28]1C=CC=CC=1. (2) Given the product [CH2:17]([N:24]1[CH2:29][CH2:28][N:27]([C:13]([C:12]2[CH:11]=[N:10][CH:9]=[C:8]3[S:16][C:5]([C:3]([NH2:30])=[O:4])=[CH:6][C:7]=23)=[O:15])[CH2:26][CH2:25]1)[C:18]1[CH:19]=[CH:20][CH:21]=[CH:22][CH:23]=1, predict the reactants needed to synthesize it. The reactants are: CO[C:3]([C:5]1[S:16][C:8]2[CH:9]=[N:10][CH:11]=[C:12]([C:13]([OH:15])=O)[C:7]=2[CH:6]=1)=[O:4].[CH2:17]([N:24]1[CH2:29][CH2:28][NH:27][CH2:26][CH2:25]1)[C:18]1[CH:23]=[CH:22][CH:21]=[CH:20][CH:19]=1.[NH3:30]. (3) Given the product [Br:1][C:2]1[CH:7]=[C:6]([F:8])[CH:5]=[CH:4][C:3]=1[CH:9]1[C:14]([C:15]([O:17][CH2:18][CH3:19])=[O:16])=[C:13]([CH2:20][N:28]2[CH2:33][CH2:32][O:31][C@H:30]([CH2:34][OH:35])[CH2:29]2)[NH:12][C:11]([C:22]2[S:23][CH:24]=[CH:25][N:26]=2)=[N:10]1, predict the reactants needed to synthesize it. The reactants are: [Br:1][C:2]1[CH:7]=[C:6]([F:8])[CH:5]=[CH:4][C:3]=1[CH:9]1[C:14]([C:15]([O:17][CH2:18][CH3:19])=[O:16])=[C:13]([CH2:20]Br)[NH:12][C:11]([C:22]2[S:23][CH:24]=[CH:25][N:26]=2)=[N:10]1.Cl.[NH:28]1[CH2:33][CH2:32][O:31][C@H:30]([CH2:34][OH:35])[CH2:29]1. (4) Given the product [C:3]([O:7][C:8]([NH:10][C@H:11]([C:15]([O:18][CH3:20])([CH3:17])[CH3:16])[C:12]([OH:14])=[O:13])=[O:9])([CH3:6])([CH3:4])[CH3:5], predict the reactants needed to synthesize it. The reactants are: [H-].[Na+].[C:3]([O:7][C:8]([NH:10][C@H:11]([C:15]([OH:18])([CH3:17])[CH3:16])[C:12]([OH:14])=[O:13])=[O:9])([CH3:6])([CH3:5])[CH3:4].I[CH3:20]. (5) The reactants are: [CH2:1]([O:5][N:6]1[C:15]([C:16](O)=[O:17])=[C:14]([C:19]2[CH:24]=[CH:23][CH:22]=[CH:21][CH:20]=2)[C:13]2[C:8](=[CH:9][CH:10]=[C:11]([Cl:25])[CH:12]=2)[C:7]1=[O:26])[CH2:2][CH2:3][CH3:4].C(Cl)(=O)C([Cl:30])=O. Given the product [CH2:1]([O:5][N:6]1[C:15]([C:16]([Cl:30])=[O:17])=[C:14]([C:19]2[CH:20]=[CH:21][CH:22]=[CH:23][CH:24]=2)[C:13]2[C:8](=[CH:9][CH:10]=[C:11]([Cl:25])[CH:12]=2)[C:7]1=[O:26])[CH2:2][CH2:3][CH3:4], predict the reactants needed to synthesize it. (6) Given the product [C:1]([O:5][C:6]([N:8]1[CH2:13][CH2:12][C:11](=[CH:14][C:22]2[CH:23]=[CH:24][C:19]3[N:18]=[CH:17][S:16][C:20]=3[CH:21]=2)[CH2:10][CH2:9]1)=[O:7])([CH3:4])([CH3:3])[CH3:2], predict the reactants needed to synthesize it. The reactants are: [C:1]([O:5][C:6]([N:8]1[CH2:13][CH2:12][C:11](=[CH:14]Br)[CH2:10][CH2:9]1)=[O:7])([CH3:4])([CH3:3])[CH3:2].[S:16]1[C:20]2[CH:21]=[C:22]([Sn](CCCC)(CCCC)CCCC)[CH:23]=[CH:24][C:19]=2[N:18]=[CH:17]1. (7) Given the product [C:1]1([C:13]([N:16]2[CH2:21][CH2:20][CH:19]([CH2:22][CH2:23][C:24](=[O:26])[CH3:25])[CH2:18][CH2:17]2)=[O:15])[C:11]2=[C:12]3[C:7](=[CH:8][CH:9]=[CH:10]2)[CH2:6][CH2:5][CH2:4][N:3]3[CH:2]=1, predict the reactants needed to synthesize it. The reactants are: [C:1]1([C:13]([OH:15])=O)[C:11]2=[C:12]3[C:7](=[CH:8][CH:9]=[CH:10]2)[CH2:6][CH2:5][CH2:4][N:3]3[CH:2]=1.[NH:16]1[CH2:21][CH2:20][CH:19]([CH2:22][CH2:23][C:24](=[O:26])[CH3:25])[CH2:18][CH2:17]1. (8) Given the product [ClH:3].[CH2:12]([N:19]1[CH2:25][CH2:24][C:23]([Cl:11])=[C:22]([CH:9]=[O:10])[CH2:21][CH2:20]1)[C:13]1[CH:18]=[CH:17][CH:16]=[CH:15][CH:14]=1, predict the reactants needed to synthesize it. The reactants are: O=P(Cl)(Cl)[Cl:3].CN([CH:9]=[O:10])C.[ClH:11].[CH2:12]([N:19]1[CH2:25][CH2:24][CH2:23][C:22](=O)[CH2:21][CH2:20]1)[C:13]1[CH:18]=[CH:17][CH:16]=[CH:15][CH:14]=1.